Task: Predict which catalyst facilitates the given reaction.. Dataset: Catalyst prediction with 721,799 reactions and 888 catalyst types from USPTO Reactant: [O:1]1CCO[CH:2]1[C:6]1[N:11]=[C:10]([N:12]2[CH2:17][CH2:16][N:15]([CH:18]([CH3:20])[CH3:19])[CH2:14][CH2:13]2)[CH:9]=[CH:8][CH:7]=1.C(O)=O. Product: [CH:18]([N:15]1[CH2:14][CH2:13][N:12]([C:10]2[N:11]=[C:6]([CH:2]=[O:1])[CH:7]=[CH:8][CH:9]=2)[CH2:17][CH2:16]1)([CH3:20])[CH3:19]. The catalyst class is: 6.